Dataset: Forward reaction prediction with 1.9M reactions from USPTO patents (1976-2016). Task: Predict the product of the given reaction. (1) Given the reactants [C:1]1([C:7]2[N:8]=[CH:9][N:10]([CH:12]3[CH2:17][CH2:16][NH:15][CH2:14][CH2:13]3)[CH:11]=2)[CH:6]=[CH:5][CH:4]=[CH:3][CH:2]=1.C1([O:24][C:25]([O:27][CH2:28][C:29]([O:31][CH2:32][CH3:33])=[O:30])=O)C=CC=CC=1, predict the reaction product. The product is: [C:1]1([C:7]2[N:8]=[CH:9][N:10]([CH:12]3[CH2:17][CH2:16][N:15]([C:25]([O:27][CH2:28][C:29]([O:31][CH2:32][CH3:33])=[O:30])=[O:24])[CH2:14][CH2:13]3)[CH:11]=2)[CH:2]=[CH:3][CH:4]=[CH:5][CH:6]=1. (2) Given the reactants Br[C:2]1[CH:3]=[CH:4][C:5]2=[C:6]([CH:37]=1)[N:7]=[C:8]([NH:29][C:30](=[O:36])[O:31][C:32]([CH3:35])([CH3:34])[CH3:33])[CH2:9][C:10]([C:12](=[O:28])[N:13]([CH2:17][CH2:18][CH2:19][O:20][Si:21]([C:24]([CH3:27])([CH3:26])[CH3:25])([CH3:23])[CH3:22])[CH2:14][CH2:15][CH3:16])=[CH:11]2.CC1(C)C(C)(C)OB([C:46]2[CH:51]=[CH:50][C:49]([CH2:52][C:53]([O:55][CH2:56][CH2:57][CH2:58][N:59]([CH3:61])[CH3:60])=[O:54])=[CH:48][CH:47]=2)O1.C(=O)([O-])[O-].[K+].[K+], predict the reaction product. The product is: [C:32]([O:31][C:30]([NH:29][C:8]1[CH2:9][C:10]([C:12](=[O:28])[N:13]([CH2:17][CH2:18][CH2:19][O:20][Si:21]([C:24]([CH3:25])([CH3:27])[CH3:26])([CH3:22])[CH3:23])[CH2:14][CH2:15][CH3:16])=[CH:11][C:5]2[CH:4]=[CH:3][C:2]([C:46]3[CH:47]=[CH:48][C:49]([CH2:52][C:53]([O:55][CH2:56][CH2:57][CH2:58][N:59]([CH3:61])[CH3:60])=[O:54])=[CH:50][CH:51]=3)=[CH:37][C:6]=2[N:7]=1)=[O:36])([CH3:34])([CH3:35])[CH3:33]. (3) Given the reactants [CH3:1][S:2]([NH:5][C:6]1[CH:7]=[C:8]([CH:37]=[CH:38][CH:39]=1)[CH2:9][N:10]1[C:14](=[O:15])[C:13]2([CH2:20][CH2:19][N:18](C(OCC3C=CC=CC=3)=O)[CH2:17][CH2:16]2)[N:12]([C:31]2[CH:36]=[CH:35][CH:34]=[CH:33][CH:32]=2)[CH2:11]1)(=[O:4])=[O:3], predict the reaction product. The product is: [O:15]=[C:14]1[C:13]2([CH2:16][CH2:17][NH:18][CH2:19][CH2:20]2)[N:12]([C:31]2[CH:32]=[CH:33][CH:34]=[CH:35][CH:36]=2)[CH2:11][N:10]1[CH2:9][C:8]1[CH:7]=[C:6]([NH:5][S:2]([CH3:1])(=[O:4])=[O:3])[CH:39]=[CH:38][CH:37]=1. (4) Given the reactants [CH2:1]([O:8][C:9]1[CH:17]=[CH:16][C:12](/[CH:13]=[N:14]\[OH:15])=[CH:11][CH:10]=1)[C:2]1[CH:7]=[CH:6][CH:5]=[CH:4][CH:3]=1.[Cl:18]N1C(=O)CCC1=O, predict the reaction product. The product is: [CH2:1]([O:8][C:9]1[CH:10]=[CH:11][C:12](/[C:13](/[Cl:18])=[N:14]\[OH:15])=[CH:16][CH:17]=1)[C:2]1[CH:3]=[CH:4][CH:5]=[CH:6][CH:7]=1.